This data is from Reaction yield outcomes from USPTO patents with 853,638 reactions. The task is: Predict the reaction yield, written as a fraction of the theoretical maximum amount of product (1.0 means a 100% yield; for example, 0.34 means a 34% yield). (1) The reactants are [OH:1][C:2]1[CH:12]=[CH:11][CH:10]=[C:4]2[C:5]([O:7][C:8](=[O:9])[C:3]=12)=O.[CH3:13][O:14][C:15]1[CH:22]=[CH:21][C:18]([CH2:19][NH2:20])=[CH:17][CH:16]=1.C(O)(=O)C. The catalyst is O. The product is [OH:1][C:2]1[CH:12]=[CH:11][CH:10]=[C:4]2[C:3]=1[C:8](=[O:9])[N:20]([CH2:19][C:18]1[CH:21]=[CH:22][C:15]([O:14][CH3:13])=[CH:16][CH:17]=1)[C:5]2=[O:7]. The yield is 0.810. (2) The reactants are [C:1]([O:5][C:6]([N:8]([CH2:17][CH2:18][C:19]([OH:21])=O)[CH2:9][CH2:10][CH:11]1[CH2:16][CH2:15][CH2:14][CH2:13][CH2:12]1)=[O:7])([CH3:4])([CH3:3])[CH3:2].C[N:23]1CCOCC1.ClC(OCC(C)C)=O.N. The catalyst is O1CCCC1.C(Cl)(Cl)Cl. The product is [C:1]([O:5][C:6]([N:8]([CH2:17][CH2:18][C:19]([NH2:23])=[O:21])[CH2:9][CH2:10][CH:11]1[CH2:16][CH2:15][CH2:14][CH2:13][CH2:12]1)=[O:7])([CH3:4])([CH3:3])[CH3:2]. The yield is 0.580. (3) The reactants are [CH:1]1([N:6]2[C:10]3[N:11]=[C:12]([NH:15][C:16]4[CH:24]=[CH:23][C:19]([C:20](O)=[O:21])=[CH:18][N:17]=4)[N:13]=[CH:14][C:9]=3[CH:8]=[C:7]2[C:25](=[O:29])[N:26]([CH3:28])[CH3:27])[CH2:5][CH2:4][CH2:3][CH2:2]1.[Li+].[Cl-].[OH:32][CH:33]1[C@H:38]2[CH2:39][NH:40][CH2:41][C@@H:34]1[CH2:35][N:36]([C:42]([O:44][C:45]([CH3:48])([CH3:47])[CH3:46])=[O:43])[CH2:37]2. No catalyst specified. The product is [CH:1]1([N:6]2[C:10]3[N:11]=[C:12]([NH:15][C:16]4[CH:24]=[CH:23][C:19]([C:20]([N:40]5[CH2:39][C@H:38]6[CH:33]([OH:32])[C@H:34]([CH2:35][N:36]([C:42]([O:44][C:45]([CH3:48])([CH3:47])[CH3:46])=[O:43])[CH2:37]6)[CH2:41]5)=[O:21])=[CH:18][N:17]=4)[N:13]=[CH:14][C:9]=3[CH:8]=[C:7]2[C:25](=[O:29])[N:26]([CH3:27])[CH3:28])[CH2:2][CH2:3][CH2:4][CH2:5]1. The yield is 0.770. (4) The reactants are [N-]=[N+:2]=[N-:3].[Na+].CS(Cl)(=O)=O.[C:10]1(=[O:20])[C:18]2[C:13](=[CH:14][CH:15]=[CH:16][CH:17]=2)[C:12](=[O:19])[CH2:11]1.C(=O)([O-])[O-].[Cs+].[Cs+]. The catalyst is CC#N. The product is [N+:2](=[C:11]1[C:10](=[O:20])[C:18]2[C:13](=[CH:14][CH:15]=[CH:16][CH:17]=2)[C:12]1=[O:19])=[N-:3]. The yield is 0.420. (5) The reactants are [CH2:1]([N:8]1[CH2:13][CH2:12][C:11](=[O:14])[CH2:10][CH2:9]1)[C:2]1[CH:7]=[CH:6][CH:5]=[CH:4][CH:3]=1.[NH:15]([CH2:19][CH2:20]O)[CH2:16][CH2:17][OH:18].C1(C)C=CC=CC=1. The catalyst is O. The product is [CH2:1]([N:8]1[CH2:13][CH2:12][C:11]2([O:14][CH2:20][CH2:19][N:15]2[CH2:16][CH2:17][OH:18])[CH2:10][CH2:9]1)[C:2]1[CH:3]=[CH:4][CH:5]=[CH:6][CH:7]=1. The yield is 0.800.